This data is from Forward reaction prediction with 1.9M reactions from USPTO patents (1976-2016). The task is: Predict the product of the given reaction. (1) Given the reactants C1(S([N:10]2[C:14]3[N:15]=[CH:16][N:17]=[C:18]([N:19]4[CH2:24][CH2:23][N:22]([C:25]([O:27][C:28]([CH3:31])([CH3:30])[CH3:29])=[O:26])[C@H:21]([CH3:32])[CH2:20]4)[C:13]=3[CH:12]=[C:11]2[C:33]2[CH:38]=[CH:37][C:36]([F:39])=[CH:35][CH:34]=2)(=O)=O)C=CC=CC=1.CO.[OH-].[K+], predict the reaction product. The product is: [F:39][C:36]1[CH:35]=[CH:34][C:33]([C:11]2[NH:10][C:14]3[N:15]=[CH:16][N:17]=[C:18]([N:19]4[CH2:24][CH2:23][N:22]([C:25]([O:27][C:28]([CH3:30])([CH3:29])[CH3:31])=[O:26])[C@H:21]([CH3:32])[CH2:20]4)[C:13]=3[CH:12]=2)=[CH:38][CH:37]=1. (2) Given the reactants [Cl:1][C:2]1[N:7]=[C:6]([NH2:8])[CH:5]=[CH:4][C:3]=1[O:9][CH3:10].[Cl:11][C:12]1[CH:19]=[CH:18][CH:17]=[C:16]([F:20])[C:13]=1[CH:14]=O.C(Cl)Cl.[N+:24]([C:26]1[CH:35]=[CH:34][C:29]2[O:30][CH2:31][CH2:32][O:33][C:28]=2[CH:27]=1)#[C-:25], predict the reaction product. The product is: [Cl:1][C:2]1[N:7]2[C:25]([NH:24][C:26]3[CH:35]=[CH:34][C:29]4[O:30][CH2:31][CH2:32][O:33][C:28]=4[CH:27]=3)=[C:14]([C:13]3[C:16]([F:20])=[CH:17][CH:18]=[CH:19][C:12]=3[Cl:11])[N:8]=[C:6]2[CH:5]=[CH:4][C:3]=1[O:9][CH3:10]. (3) Given the reactants [CH2:1]([O:8][C:9](=[O:19])[C:10]1[C:15]([F:16])=[CH:14][CH:13]=[C:12]([NH2:17])[C:11]=1[F:18])[C:2]1[CH:7]=[CH:6][CH:5]=[CH:4][CH:3]=1.N1C=CC=CC=1.[CH2:26]([S:29](Cl)(=[O:31])=[O:30])[CH2:27][CH3:28].O, predict the reaction product. The product is: [CH2:1]([O:8][C:9](=[O:19])[C:10]1[C:15]([F:16])=[CH:14][CH:13]=[C:12]([NH:17][S:29]([CH2:26][CH2:27][CH3:28])(=[O:31])=[O:30])[C:11]=1[F:18])[C:2]1[CH:3]=[CH:4][CH:5]=[CH:6][CH:7]=1. (4) Given the reactants [Cl:1][C:2]1[C:3]2[N:4]([C:15](=[O:18])[NH:16][N:17]=2)[N:5]=[CH:6][C:7]=1[C:8]1[CH:13]=[CH:12][C:11]([Cl:14])=[CH:10][CH:9]=1.[C:19]([O-])([O-])=O.[K+].[K+].[F:25][C:26]([F:36])([F:35])[C:27]1[CH:34]=[CH:33][CH:32]=[CH:31][C:28]=1CBr, predict the reaction product. The product is: [F:36][C:26]([F:25])([F:35])[C:27]1[CH:28]=[CH:31][C:32]([CH2:19][N:16]2[C:15](=[O:18])[N:4]3[N:5]=[CH:6][C:7]([C:8]4[CH:13]=[CH:12][C:11]([Cl:14])=[CH:10][CH:9]=4)=[C:2]([Cl:1])[C:3]3=[N:17]2)=[CH:33][CH:34]=1. (5) Given the reactants [O:1]1[CH2:6][CH2:5][CH2:4][CH2:3][CH:2]1[O:7][CH2:8][CH2:9][C:10]1[N:11]=[CH:12][C:13](C(O)=O)=[N:14][CH:15]=1.C([N:21]([CH2:24]C)CC)C.C1(P(N=[N+]=[N-])(C2C=CC=CC=2)=[O:33])C=CC=CC=1.[CH2:43]([OH:50])[C:44]1[CH:49]=[CH:48][CH:47]=[CH:46][CH:45]=1, predict the reaction product. The product is: [O:1]1[CH2:6][CH2:5][CH2:4][CH2:3][CH:2]1[O:7][CH2:8][CH2:9][C:10]1[N:11]=[CH:12][C:13]([NH:21][C:24](=[O:33])[O:50][CH2:43][C:44]2[CH:49]=[CH:48][CH:47]=[CH:46][CH:45]=2)=[N:14][CH:15]=1. (6) Given the reactants O[C@@H](CC)C(O)=O.[O:8]1[C:12]2[CH:13]=[CH:14][CH:15]=[CH:16][C:11]=2[N:10]=[C:9]1[N:17]([CH2:30][C:31]1[CH:32]=[C:33]([CH:48]=[CH:49][CH:50]=1)[O:34][C@H:35]([CH2:46][CH3:47])[C:36]([O:38]CC1C=CC=CC=1)=[O:37])[CH2:18][CH2:19][CH2:20][O:21][C:22]1[CH:27]=[CH:26][C:25]([O:28][CH3:29])=[CH:24][CH:23]=1, predict the reaction product. The product is: [O:8]1[C:12]2[CH:13]=[CH:14][CH:15]=[CH:16][C:11]=2[N:10]=[C:9]1[N:17]([CH2:30][C:31]1[CH:32]=[C:33]([CH:48]=[CH:49][CH:50]=1)[O:34][C@H:35]([CH2:46][CH3:47])[C:36]([OH:38])=[O:37])[CH2:18][CH2:19][CH2:20][O:21][C:22]1[CH:23]=[CH:24][C:25]([O:28][CH3:29])=[CH:26][CH:27]=1.